Predict the reactants needed to synthesize the given product. From a dataset of Full USPTO retrosynthesis dataset with 1.9M reactions from patents (1976-2016). Given the product [Br:7][C:5]1[CH:4]=[N:3][N:2]([O:1][C:10](=[O:11])[N:9]([CH3:8])[C:13]2[CH:18]=[CH:17][CH:16]=[CH:15][CH:14]=2)[CH:6]=1, predict the reactants needed to synthesize it. The reactants are: [OH:1][N:2]1[CH:6]=[C:5]([Br:7])[CH:4]=[N:3]1.[CH3:8][N:9]([C:13]1[CH:18]=[CH:17][CH:16]=[CH:15][CH:14]=1)[C:10](Cl)=[O:11].